From a dataset of NCI-60 drug combinations with 297,098 pairs across 59 cell lines. Regression. Given two drug SMILES strings and cell line genomic features, predict the synergy score measuring deviation from expected non-interaction effect. (1) Drug 1: CC12CCC3C(C1CCC2=O)CC(=C)C4=CC(=O)C=CC34C. Drug 2: CC1C(C(CC(O1)OC2CC(CC3=C2C(=C4C(=C3O)C(=O)C5=C(C4=O)C(=CC=C5)OC)O)(C(=O)C)O)N)O.Cl. Cell line: HT29. Synergy scores: CSS=31.6, Synergy_ZIP=3.80, Synergy_Bliss=3.72, Synergy_Loewe=-0.483, Synergy_HSA=4.38. (2) Drug 1: C1=NC2=C(N=C(N=C2N1C3C(C(C(O3)CO)O)O)F)N. Drug 2: C1CC(C1)(C(=O)O)C(=O)O.[NH2-].[NH2-].[Pt+2]. Cell line: HOP-62. Synergy scores: CSS=29.0, Synergy_ZIP=6.16, Synergy_Bliss=13.6, Synergy_Loewe=-4.23, Synergy_HSA=4.81. (3) Drug 1: CC1=C(C=C(C=C1)NC2=NC=CC(=N2)N(C)C3=CC4=NN(C(=C4C=C3)C)C)S(=O)(=O)N.Cl. Drug 2: CC1=C(N=C(N=C1N)C(CC(=O)N)NCC(C(=O)N)N)C(=O)NC(C(C2=CN=CN2)OC3C(C(C(C(O3)CO)O)O)OC4C(C(C(C(O4)CO)O)OC(=O)N)O)C(=O)NC(C)C(C(C)C(=O)NC(C(C)O)C(=O)NCCC5=NC(=CS5)C6=NC(=CS6)C(=O)NCCC[S+](C)C)O. Cell line: MCF7. Synergy scores: CSS=1.50, Synergy_ZIP=5.11, Synergy_Bliss=1.19, Synergy_Loewe=-6.36, Synergy_HSA=-1.67. (4) Drug 1: CN(CC1=CN=C2C(=N1)C(=NC(=N2)N)N)C3=CC=C(C=C3)C(=O)NC(CCC(=O)O)C(=O)O. Drug 2: CC1=C(C(=O)C2=C(C1=O)N3CC4C(C3(C2COC(=O)N)OC)N4)N. Cell line: TK-10. Synergy scores: CSS=53.2, Synergy_ZIP=-2.81, Synergy_Bliss=-2.37, Synergy_Loewe=-16.0, Synergy_HSA=-2.75. (5) Drug 1: COC1=C(C=C2C(=C1)N=CN=C2NC3=CC(=C(C=C3)F)Cl)OCCCN4CCOCC4. Drug 2: CC1=C(C=C(C=C1)C(=O)NC2=CC(=CC(=C2)C(F)(F)F)N3C=C(N=C3)C)NC4=NC=CC(=N4)C5=CN=CC=C5. Cell line: NCI-H460. Synergy scores: CSS=7.95, Synergy_ZIP=-7.83, Synergy_Bliss=-13.7, Synergy_Loewe=-8.33, Synergy_HSA=-11.5. (6) Drug 1: C1C(C(OC1N2C=C(C(=O)NC2=O)F)CO)O. Drug 2: CCC(=C(C1=CC=CC=C1)C2=CC=C(C=C2)OCCN(C)C)C3=CC=CC=C3.C(C(=O)O)C(CC(=O)O)(C(=O)O)O. Cell line: IGROV1. Synergy scores: CSS=24.6, Synergy_ZIP=-0.379, Synergy_Bliss=5.01, Synergy_Loewe=5.18, Synergy_HSA=5.76.